This data is from Reaction yield outcomes from USPTO patents with 853,638 reactions. The task is: Predict the reaction yield, written as a fraction of the theoretical maximum amount of product (1.0 means a 100% yield; for example, 0.34 means a 34% yield). (1) The reactants are [F:1][C:2]1[C:7]([F:8])=[CH:6][CH:5]=[CH:4][C:3]=1[C@:9]1([CH2:16][F:17])[CH:14]=[CH:13][S:12][C:11]([NH2:15])=[N:10]1.[C:18](O[C:18]([O:20][C:21]([CH3:24])([CH3:23])[CH3:22])=[O:19])([O:20][C:21]([CH3:24])([CH3:23])[CH3:22])=[O:19]. The catalyst is C1COCC1. The product is [C:21]([O:20][C:18](=[O:19])[NH:15][C:11]1[S:12][CH:13]=[CH:14][C@:9]([C:3]2[CH:4]=[CH:5][CH:6]=[C:7]([F:8])[C:2]=2[F:1])([CH2:16][F:17])[N:10]=1)([CH3:24])([CH3:23])[CH3:22]. The yield is 0.970. (2) The reactants are [Cl:1][C:2]1[N:7]=[C:6]([C:8]2[S:12][C:11]([CH:13]([CH3:15])[CH3:14])=[N:10][C:9]=2[C:16]2[CH:17]=[C:18]([NH2:22])[CH:19]=[CH:20][CH:21]=2)[CH:5]=[CH:4][N:3]=1.N1C=CC=CC=1.[F:29][C:30]1[CH:35]=[CH:34][CH:33]=[CH:32][C:31]=1[S:36](Cl)(=[O:38])=[O:37]. The catalyst is C(Cl)Cl. The product is [Cl:1][C:2]1[N:7]=[C:6]([C:8]2[S:12][C:11]([CH:13]([CH3:15])[CH3:14])=[N:10][C:9]=2[C:16]2[CH:17]=[C:18]([NH:22][S:36]([C:31]3[CH:32]=[CH:33][CH:34]=[CH:35][C:30]=3[F:29])(=[O:38])=[O:37])[CH:19]=[CH:20][CH:21]=2)[CH:5]=[CH:4][N:3]=1. The yield is 0.940. (3) The reactants are [H-].[Na+].[CH3:3][O:4][C:5]1[C:13]2[O:12][CH2:11][O:10][C:9]=2[CH:8]=[CH:7][C:6]=1[C:14](=[O:16])[CH3:15].C[C:18](=[O:22])[O:19][CH2:20]C. The catalyst is C(=O)(OC)OC. The product is [CH3:3][O:4][C:5]1[C:13]2[O:12][CH2:11][O:10][C:9]=2[CH:8]=[CH:7][C:6]=1[C:14](=[O:16])[CH2:15][C:18]([O:19][CH3:20])=[O:22]. The yield is 0.820. (4) The reactants are [Cl:1][C:2]1[C:7]([CH3:8])=[CH:6][C:5]([OH:9])=[C:4]([CH:10]([CH3:12])[CH3:11])[CH:3]=1.[Mg+2].[Cl-].[Cl-].[CH2:16]=[O:17].Cl. The catalyst is C(#N)C. The product is [Cl:1][C:2]1[C:7]([CH3:8])=[C:6]([C:5]([OH:9])=[C:4]([CH:10]([CH3:12])[CH3:11])[CH:3]=1)[CH:16]=[O:17]. The yield is 0.990.